Predict the product of the given reaction. From a dataset of Forward reaction prediction with 1.9M reactions from USPTO patents (1976-2016). Given the reactants [C:1]([C:5]1[CH:10]=[CH:9][C:8]([N:11]2[CH:19]([OH:20])[C:18]3[CH:17]=[CH:16][N:15]=[C:14](F)[C:13]=3[C:12]2=[O:22])=[CH:7][CH:6]=1)([CH3:4])([CH3:3])[CH3:2].[NH2:23][CH2:24][C:25]1[CH:30]=[CH:29][N:28]=[CH:27][CH:26]=1, predict the reaction product. The product is: [C:1]([C:5]1[CH:10]=[CH:9][C:8]([N:11]2[CH:19]([OH:20])[C:18]3[CH:17]=[CH:16][N:15]=[C:14]([NH:23][CH2:24][C:25]4[CH:30]=[CH:29][N:28]=[CH:27][CH:26]=4)[C:13]=3[C:12]2=[O:22])=[CH:7][CH:6]=1)([CH3:4])([CH3:3])[CH3:2].